Dataset: Catalyst prediction with 721,799 reactions and 888 catalyst types from USPTO. Task: Predict which catalyst facilitates the given reaction. Reactant: [CH3:1][N:2]([CH3:27])[CH2:3][CH2:4][N:5]([CH3:26])[C:6]1[N:11]=[CH:10][C:9]([C:12]2[N:16]3[CH:17]=[CH:18][CH:19]=[CH:20][C:15]3=[N:14][C:13]=2[C:21](OCC)=[O:22])=[CH:8][CH:7]=1.[BH4-].[Li+].[OH-].[Na+]. Product: [CH3:1][N:2]([CH3:27])[CH2:3][CH2:4][N:5]([CH3:26])[C:6]1[N:11]=[CH:10][C:9]([C:12]2[N:16]3[CH:17]=[CH:18][CH:19]=[CH:20][C:15]3=[N:14][C:13]=2[CH2:21][OH:22])=[CH:8][CH:7]=1. The catalyst class is: 1.